Dataset: Full USPTO retrosynthesis dataset with 1.9M reactions from patents (1976-2016). Task: Predict the reactants needed to synthesize the given product. (1) The reactants are: [F:1][C:2]1[CH:3]=[C:4]2[C:11](=[CH:12][CH:13]=1)[C:7]([CH2:8][CH2:9][NH2:10])=[CH:6][NH:5]2.Cl.[C:15](OCC)(=O)C.Cl.[OH-].[Na+]. Given the product [F:1][C:2]1[CH:3]=[C:4]2[C:11]([C:7]3[CH2:8][CH2:9][NH:10][CH2:15][C:6]=3[NH:5]2)=[CH:12][CH:13]=1, predict the reactants needed to synthesize it. (2) Given the product [CH2:1]([N:3]([CH2:6][C:7]1[S:11][C:10]([C:12]2[O:16][N:15]=[C:14]([C:17]3[CH:18]=[CH:19][C:20]([CH2:23][CH2:24][NH:25][C:28](=[O:27])[CH2:29][CH2:30][OH:31])=[CH:21][CH:22]=3)[N:13]=2)=[CH:9][C:8]=1[CH3:26])[CH2:4][CH3:5])[CH3:2], predict the reactants needed to synthesize it. The reactants are: [CH2:1]([N:3]([CH2:6][C:7]1[S:11][C:10]([C:12]2[O:16][N:15]=[C:14]([C:17]3[CH:22]=[CH:21][C:20]([CH2:23][CH2:24][NH2:25])=[CH:19][CH:18]=3)[N:13]=2)=[CH:9][C:8]=1[CH3:26])[CH2:4][CH3:5])[CH3:2].[OH:27][CH2:28][CH2:29][C:30](O)=[O:31]. (3) The reactants are: [F:1][C:2]1[CH:7]=[CH:6][CH:5]=[CH:4][C:3]=1[C:8]1[C:14]2[CH:15]=[CH:16][CH:17]=[C:18]([CH3:19])[C:13]=2[N:12]([CH2:20][C:21]([C:23]2[CH:28]=[CH:27][CH:26]=[CH:25][C:24]=2[OH:29])=[O:22])[C:11](=[O:30])[CH:10]([NH:31][C:32]([NH:34][C:35]2[CH:40]=[CH:39][CH:38]=[C:37]([C:41]3[NH:45][N:44]=[N:43][N:42]=3)[CH:36]=2)=[O:33])[N:9]=1.C(N(CC)CC)C.Cl[C:54]([C:67]1[CH:72]=[CH:71][CH:70]=[CH:69][CH:68]=1)([C:61]1[CH:66]=[CH:65][CH:64]=[CH:63][CH:62]=1)[C:55]1[CH:60]=[CH:59][CH:58]=[CH:57][CH:56]=1.C(=O)(O)[O-].[Na+]. Given the product [F:1][C:2]1[CH:7]=[CH:6][CH:5]=[CH:4][C:3]=1[C:8]1[C:14]2[CH:15]=[CH:16][CH:17]=[C:18]([CH3:19])[C:13]=2[N:12]([CH2:20][C:21]([C:23]2[CH:28]=[CH:27][CH:26]=[CH:25][C:24]=2[OH:29])=[O:22])[C:11](=[O:30])[CH:10]([NH:31][C:32]([NH:34][C:35]2[CH:40]=[CH:39][CH:38]=[C:37]([C:41]3[N:45]([C:54]([C:55]4[CH:60]=[CH:59][CH:58]=[CH:57][CH:56]=4)([C:67]4[CH:68]=[CH:69][CH:70]=[CH:71][CH:72]=4)[C:61]4[CH:62]=[CH:63][CH:64]=[CH:65][CH:66]=4)[N:44]=[N:43][N:42]=3)[CH:36]=2)=[O:33])[N:9]=1, predict the reactants needed to synthesize it. (4) Given the product [C:1]([O:5][C:6]([N:8]1[CH2:12][CH2:11][CH:10]([CH:13]2[CH2:18][CH2:17][CH2:16][NH:15][CH2:14]2)[CH2:9]1)=[O:7])([CH3:4])([CH3:2])[CH3:3], predict the reactants needed to synthesize it. The reactants are: [C:1]([O:5][C:6]([N:8]1[CH2:12][CH2:11][CH:10]([C:13]2[CH:14]=[N:15][CH:16]=[CH:17][CH:18]=2)[CH2:9]1)=[O:7])([CH3:4])([CH3:3])[CH3:2]. (5) Given the product [CH:18]([N:9]([CH:6]([CH3:8])[CH3:7])[C:10]([C:11]1[CH:12]=[CH:13][N:14]=[CH:15][C:16]=1[B:21]([OH:26])[OH:22])=[O:17])([CH3:20])[CH3:19], predict the reactants needed to synthesize it. The reactants are: C([Li])CCC.[CH:6]([N:9]([CH:18]([CH3:20])[CH3:19])[C:10](=[O:17])[C:11]1[CH:16]=[CH:15][N:14]=[CH:13][CH:12]=1)([CH3:8])[CH3:7].[B:21](OC(C)C)([O:26]C(C)C)[O:22]C(C)C.Cl. (6) Given the product [F:1][C:2]1[CH:3]=[C:4]([CH:32]=[C:33]([OH:35])[CH:34]=1)[O:5][C@H:6]1[CH2:10][CH2:9][N:8]([C:11]([CH3:30])([CH3:31])[CH2:12][CH2:13][C:14]([C:18]2[CH:23]=[CH:22][CH:21]=[CH:20][CH:19]=2)([C:24]2[CH:29]=[CH:28][CH:27]=[CH:26][CH:25]=2)[C:15]([NH2:17])=[O:16])[CH2:7]1.[NH3:8], predict the reactants needed to synthesize it. The reactants are: [F:1][C:2]1[CH:3]=[C:4]([CH:32]=[C:33]([O:35]C)[CH:34]=1)[O:5][C@H:6]1[CH2:10][CH2:9][N:8]([C:11]([CH3:31])([CH3:30])[CH2:12][CH2:13][C:14]([C:24]2[CH:29]=[CH:28][CH:27]=[CH:26][CH:25]=2)([C:18]2[CH:23]=[CH:22][CH:21]=[CH:20][CH:19]=2)[C:15]([NH2:17])=[O:16])[CH2:7]1.B(Br)(Br)Br. (7) The reactants are: B(Cl)(Cl)Cl.[CH:5]1[C:10]([OH:11])=[CH:9][CH:8]=[CH:7][C:6]=1[CH3:12].CS[C:15]#[N:16].[Al+3].[Cl-].[Cl-].[Cl-]. Given the product [OH:11][C:10]1[CH:5]=[C:6]([CH3:12])[CH:7]=[CH:8][C:9]=1[C:15]#[N:16], predict the reactants needed to synthesize it.